This data is from Full USPTO retrosynthesis dataset with 1.9M reactions from patents (1976-2016). The task is: Predict the reactants needed to synthesize the given product. (1) Given the product [N:13]1([C:2]2[C:11]3[C:6](=[CH:7][CH:8]=[C:9]([I:12])[CH:10]=3)[N:5]=[CH:4][N:3]=2)[C:21]2[C:16](=[CH:17][CH:18]=[CH:19][CH:20]=2)[CH2:15][CH2:14]1, predict the reactants needed to synthesize it. The reactants are: Cl[C:2]1[C:11]2[C:6](=[CH:7][CH:8]=[C:9]([I:12])[CH:10]=2)[N:5]=[CH:4][N:3]=1.[NH:13]1[C:21]2[C:16](=[CH:17][CH:18]=[CH:19][CH:20]=2)[CH2:15][CH2:14]1.C(N(CC)CC)C.N1C2C(=CC=CC=2)C=NC=1. (2) Given the product [CH3:1][Si:2]([CH3:4])([CH3:3])[O:10][CH2:9][CH2:8][CH2:7][NH2:6], predict the reactants needed to synthesize it. The reactants are: [CH3:1][Si:2](Cl)([CH3:4])[CH3:3].[NH2:6][CH2:7][CH2:8][CH2:9][OH:10].CCN(CC)CC.